Task: Regression. Given two drug SMILES strings and cell line genomic features, predict the synergy score measuring deviation from expected non-interaction effect.. Dataset: NCI-60 drug combinations with 297,098 pairs across 59 cell lines (1) Drug 1: CC1=C(C=C(C=C1)NC2=NC=CC(=N2)N(C)C3=CC4=NN(C(=C4C=C3)C)C)S(=O)(=O)N.Cl. Cell line: HT29. Drug 2: C1=CC=C(C(=C1)C(C2=CC=C(C=C2)Cl)C(Cl)Cl)Cl. Synergy scores: CSS=9.80, Synergy_ZIP=2.75, Synergy_Bliss=8.73, Synergy_Loewe=5.83, Synergy_HSA=6.06. (2) Drug 1: COC1=C(C=C2C(=C1)N=CN=C2NC3=CC(=C(C=C3)F)Cl)OCCCN4CCOCC4. Drug 2: C1=CC(=CC=C1C#N)C(C2=CC=C(C=C2)C#N)N3C=NC=N3. Cell line: SF-268. Synergy scores: CSS=9.85, Synergy_ZIP=-2.60, Synergy_Bliss=1.72, Synergy_Loewe=-1.58, Synergy_HSA=0.265. (3) Drug 1: COC1=CC(=CC(=C1O)OC)C2C3C(COC3=O)C(C4=CC5=C(C=C24)OCO5)OC6C(C(C7C(O6)COC(O7)C8=CC=CS8)O)O. Drug 2: C1=CC(=CC=C1CCCC(=O)O)N(CCCl)CCCl. Cell line: HOP-92. Synergy scores: CSS=51.1, Synergy_ZIP=-10.6, Synergy_Bliss=-9.46, Synergy_Loewe=-4.74, Synergy_HSA=-3.00. (4) Drug 1: CC=C1C(=O)NC(C(=O)OC2CC(=O)NC(C(=O)NC(CSSCCC=C2)C(=O)N1)C(C)C)C(C)C. Drug 2: CC1=C(C(=CC=C1)Cl)NC(=O)C2=CN=C(S2)NC3=CC(=NC(=N3)C)N4CCN(CC4)CCO. Cell line: NCI-H460. Synergy scores: CSS=22.4, Synergy_ZIP=-1.73, Synergy_Bliss=-2.10, Synergy_Loewe=-26.3, Synergy_HSA=-1.59. (5) Drug 1: CCC1(CC2CC(C3=C(CCN(C2)C1)C4=CC=CC=C4N3)(C5=C(C=C6C(=C5)C78CCN9C7C(C=CC9)(C(C(C8N6C=O)(C(=O)OC)O)OC(=O)C)CC)OC)C(=O)OC)O.OS(=O)(=O)O. Drug 2: CCC1(C2=C(COC1=O)C(=O)N3CC4=CC5=C(C=CC(=C5CN(C)C)O)N=C4C3=C2)O.Cl. Cell line: MDA-MB-435. Synergy scores: CSS=35.5, Synergy_ZIP=-7.00, Synergy_Bliss=-6.51, Synergy_Loewe=-18.4, Synergy_HSA=-7.57. (6) Drug 1: CS(=O)(=O)C1=CC(=C(C=C1)C(=O)NC2=CC(=C(C=C2)Cl)C3=CC=CC=N3)Cl. Drug 2: COC1=NC(=NC2=C1N=CN2C3C(C(C(O3)CO)O)O)N. Cell line: SW-620. Synergy scores: CSS=0.00550, Synergy_ZIP=1.18, Synergy_Bliss=1.45, Synergy_Loewe=-1.45, Synergy_HSA=-1.44.